Dataset: Full USPTO retrosynthesis dataset with 1.9M reactions from patents (1976-2016). Task: Predict the reactants needed to synthesize the given product. (1) Given the product [S:1]1[CH:5]=[CH:4][C:3]([C:6]2[CH:7]=[C:8]([N:12]3[C:16]4[CH:17]=[C:18]([CH2:20][OH:21])[NH:19][C:15]=4[N:14]=[CH:13]3)[CH:9]=[CH:10][CH:11]=2)=[CH:2]1, predict the reactants needed to synthesize it. The reactants are: [S:1]1[CH:5]=[CH:4][C:3]([C:6]2[CH:7]=[C:8]([N:12]3[C:16]4[CH:17]=[C:18]([C:20](OCC)=[O:21])[NH:19][C:15]=4[N:14]=[CH:13]3)[CH:9]=[CH:10][CH:11]=2)=[CH:2]1.[H-].[Al+3].[Li+].[H-].[H-].[H-]. (2) The reactants are: [Cl:1][C:2]1[C:10]([C:11]2[CH:12]=[CH:13][C:14]([NH2:17])=[N:15][CH:16]=2)=[CH:9][C:5]2[O:6][CH2:7][CH2:8][C:4]=2[CH:3]=1.[Cl:18][C:19]1[CH:27]=[CH:26][CH:25]=[CH:24][C:20]=1[C:21](Cl)=[O:22]. Given the product [Cl:1][C:2]1[C:10]([C:11]2[CH:12]=[CH:13][C:14]([NH:17][C:21]([C:20]3[CH:24]=[CH:25][CH:26]=[CH:27][C:19]=3[Cl:18])=[O:22])=[N:15][CH:16]=2)=[CH:9][C:5]2[O:6][CH2:7][CH2:8][C:4]=2[CH:3]=1, predict the reactants needed to synthesize it. (3) Given the product [F:7][C:8]([C:11]1[CH:21]=[CH:20][C:14]([CH2:15][OH:16])=[CH:13][CH:12]=1)([F:10])[CH3:9], predict the reactants needed to synthesize it. The reactants are: [H-].[H-].[H-].[H-].[Li+].[Al+3].[F:7][C:8]([C:11]1[CH:21]=[CH:20][C:14]([C:15](OCC)=[O:16])=[CH:13][CH:12]=1)([F:10])[CH3:9]. (4) Given the product [F:32][C:28]1[C:29]([CH3:31])=[N:30][C:25]([N:15]2[CH2:16][CH:17]3[CH:13]([CH2:12][N:11]([C:9]([C:5]4[CH:6]=[CH:7][CH:8]=[C:3]([F:2])[C:4]=4[C:19]4[O:20][CH:21]=[CH:22][N:23]=4)=[O:10])[CH2:18]3)[CH2:14]2)=[N:26][CH:27]=1, predict the reactants needed to synthesize it. The reactants are: Cl.[F:2][C:3]1[C:4]([C:19]2[O:20][CH:21]=[CH:22][N:23]=2)=[C:5]([C:9]([N:11]2[CH2:18][CH:17]3[CH:13]([CH2:14][NH:15][CH2:16]3)[CH2:12]2)=[O:10])[CH:6]=[CH:7][CH:8]=1.Cl[C:25]1[N:30]=[C:29]([CH3:31])[C:28]([F:32])=[CH:27][N:26]=1.CCN(C(C)C)C(C)C.